Dataset: Full USPTO retrosynthesis dataset with 1.9M reactions from patents (1976-2016). Task: Predict the reactants needed to synthesize the given product. (1) Given the product [CH3:1][O:2][C:3](=[O:35])[CH2:4][C:5]1[CH:6]=[CH:7][C:8]2[O:12][C:11]([NH:13][CH:14]3[CH2:19][CH2:18][N:17]([CH2:20][C:21]4[CH:26]=[C:25]([O:27][CH2:28][CH3:29])[C:24]([N:47]5[CH:51]=[CH:50][CH:49]=[CH:48]5)=[C:23]([O:31][CH2:32][CH3:33])[CH:22]=4)[CH2:16][CH2:15]3)=[N:10][C:9]=2[CH:34]=1, predict the reactants needed to synthesize it. The reactants are: [CH3:1][O:2][C:3](=[O:35])[CH2:4][C:5]1[CH:6]=[CH:7][C:8]2[O:12][C:11]([NH:13][CH:14]3[CH2:19][CH2:18][N:17]([CH2:20][C:21]4[CH:26]=[C:25]([O:27][CH2:28][CH3:29])[C:24](F)=[C:23]([O:31][CH2:32][CH3:33])[CH:22]=4)[CH2:16][CH2:15]3)=[N:10][C:9]=2[CH:34]=1.C(OC1C=C(C=C(OCC)C=1[N:47]1[CH:51]=[CH:50][CH:49]=[CH:48]1)C=O)C.C([BH3-])#N.[Na+].C(N(C(C)C)C(C)C)C. (2) Given the product [CH3:1][CH:2]([C:8](=[O:9])[CH3:10])[C:3]([NH:18][C:17]1[CH:19]=[CH:20][C:14]([CH:11]([CH3:13])[CH3:12])=[CH:15][CH:16]=1)=[O:5], predict the reactants needed to synthesize it. The reactants are: [CH3:1][CH:2]([C:8]([CH3:10])=[O:9])[C:3]([O:5]CC)=O.[CH:11]([C:14]1[CH:20]=[CH:19][C:17]([NH2:18])=[CH:16][CH:15]=1)([CH3:13])[CH3:12].